From a dataset of Forward reaction prediction with 1.9M reactions from USPTO patents (1976-2016). Predict the product of the given reaction. (1) The product is: [CH3:21][C:20]1[CH:19]=[CH:18][C:17]([S:14]([O:16][CH2:1][C:2]([C:4]2[CH:9]=[CH:8][C:7]([F:10])=[CH:6][CH:5]=2)=[O:3])(=[O:15])=[O:13])=[CH:23][CH:22]=1. Given the reactants [CH3:1][C:2]([C:4]1[CH:9]=[CH:8][C:7]([F:10])=[CH:6][CH:5]=1)=[O:3].OI(C1C=CC=CC=1)[O:13][S:14]([C:17]1[CH:23]=[CH:22][C:20]([CH3:21])=[CH:19][CH:18]=1)(=[O:16])=[O:15], predict the reaction product. (2) The product is: [CH3:14][C:15]1[NH:16][C:17]2[C:22]([C:23]=1[CH:24]=[N:3][NH:2][C:4]1[C:5]([NH2:13])=[N:6][C:7]3[C:8](=[N:10][O:11][N:12]=3)[N:9]=1)=[CH:21][CH:20]=[CH:19][CH:18]=2. Given the reactants Cl.[NH:2]([C:4]1[C:5]([NH2:13])=[N:6][C:7]2[C:8](=[N:10][O:11][N:12]=2)[N:9]=1)[NH2:3].[CH3:14][C:15]1[NH:16][C:17]2[C:22]([C:23]=1[CH:24]=O)=[CH:21][CH:20]=[CH:19][CH:18]=2, predict the reaction product. (3) Given the reactants [Cl:1][C:2]1[CH:3]=[C:4]2[C:9](=[CH:10][CH:11]=1)[N:8]=[C:7]([CH3:12])[C:6]([CH3:13])=[C:5]2[N:14]1[C:22]2[C:17](=[C:18]([O:28]C)[CH:19]=[C:20]([C:23]3[CH:24]=[N:25][NH:26][CH:27]=3)[CH:21]=2)[CH:16]=[CH:15]1.B(Br)(Br)Br.[OH-].[Na+], predict the reaction product. The product is: [Cl:1][C:2]1[CH:3]=[C:4]2[C:9](=[CH:10][CH:11]=1)[N:8]=[C:7]([CH3:12])[C:6]([CH3:13])=[C:5]2[N:14]1[C:22]2[CH:21]=[C:20]([C:23]3[CH:27]=[N:26][NH:25][CH:24]=3)[CH:19]=[C:18]([OH:28])[C:17]=2[CH:16]=[CH:15]1. (4) Given the reactants [Br:1][C:2]1[CH:7]=[CH:6][C:5]([CH3:8])=[C:4](F)[CH:3]=1.C(S)[CH2:11][S:12]([O-])(=O)=O.[Na+].C([O-])(O)=O.[Na+], predict the reaction product. The product is: [Br:1][C:2]1[CH:7]=[CH:6][C:5]([CH3:8])=[C:4]([S:12][CH3:11])[CH:3]=1. (5) Given the reactants [OH:1][C:2]1[CH:11]=[C:10]2[C:5]([C:6](=[O:18])[C:7]([C:12]3[CH:17]=[CH:16][CH:15]=[CH:14][CH:13]=3)=[CH:8][O:9]2)=[CH:4][CH:3]=1.C([O-])([O-])=O.[K+].[K+].[CH2:25](Br)[C:26]#[CH:27], predict the reaction product. The product is: [C:25]([O:1][C:2]1[CH:11]=[C:10]2[C:5]([C:6](=[O:18])[C:7]([C:12]3[CH:17]=[CH:16][CH:15]=[CH:14][CH:13]=3)=[CH:8][O:9]2)=[CH:4][CH:3]=1)#[C:26][CH3:27]. (6) Given the reactants [Cl:1][C:2]1[CH:7]=[C:6](I)[C:5]([C:9]([F:12])([F:11])[F:10])=[CH:4][N:3]=1.[NH2:13][CH2:14][C:15]1[C:16]([N:21]([CH3:26])[S:22]([CH3:25])(=[O:24])=[O:23])=[N:17][CH:18]=[CH:19][CH:20]=1.CC1(C)C2C(=C(P(C3C=CC=CC=3)C3C=CC=CC=3)C=CC=2)OC2C(P(C3C=CC=CC=3)C3C=CC=CC=3)=CC=CC1=2.[C:69](=[O:72])([O-])[O-:70].[Cs+].[Cs+], predict the reaction product. The product is: [C:69]([OH:70])([C:9]([F:12])([F:11])[F:10])=[O:72].[Cl:1][C:2]1[CH:7]=[C:6]([NH:13][CH2:14][C:15]2[C:16]([N:21]([CH3:26])[S:22]([CH3:25])(=[O:24])=[O:23])=[N:17][CH:18]=[CH:19][CH:20]=2)[C:5]([C:9]([F:12])([F:11])[F:10])=[CH:4][N:3]=1. (7) The product is: [C:26]([C:23]1[CH:24]=[CH:25][C:20]([N:18]([CH3:19])[C:17]([CH2:16][O:15][C:13]2[C:12]3[C:7](=[CH:8][C:9]([Cl:32])=[CH:10][C:11]=3[Cl:31])[CH:6]=[C:5]([C:3]([OH:4])=[O:2])[CH:14]=2)=[O:30])=[CH:21][CH:22]=1)([OH:28])=[O:27]. Given the reactants C[O:2][C:3]([C:5]1[CH:14]=[C:13]([O:15][CH2:16][C:17](=[O:30])[N:18]([C:20]2[CH:25]=[CH:24][C:23]([C:26]([O:28]C)=[O:27])=[CH:22][CH:21]=2)[CH3:19])[C:12]2[C:7](=[CH:8][C:9]([Cl:32])=[CH:10][C:11]=2[Cl:31])[CH:6]=1)=[O:4].[Li+].[OH-], predict the reaction product. (8) Given the reactants [CH3:1][C@H:2]1[C@H:20]([CH3:21])[N:7]2[C:8]3[CH:9]=[C:10]([C:15]([O:17]CC)=[O:16])[CH:11]=[CH:12][C:13]=3[CH:14]=[C:6]2[C:5](=[O:22])[NH:4][CH2:3]1, predict the reaction product. The product is: [CH3:1][C@H:2]1[C@H:20]([CH3:21])[N:7]2[C:8]3[CH:9]=[C:10]([C:15]([OH:17])=[O:16])[CH:11]=[CH:12][C:13]=3[CH:14]=[C:6]2[C:5](=[O:22])[NH:4][CH2:3]1. (9) Given the reactants [N:1]#[C:2]Br.[NH2:4][C:5]1[CH:6]=[C:7]([C:13]2[N:18]=[C:17]3[N:19]([CH2:24][CH:25]4[CH2:30][CH2:29][O:28][CH2:27][CH2:26]4)[C:20](=[O:23])[CH2:21][NH:22][C:16]3=[N:15][CH:14]=2)[CH:8]=[C:9]([CH3:12])[C:10]=1[NH2:11], predict the reaction product. The product is: [NH2:1][C:2]1[NH:4][C:5]2[CH:6]=[C:7]([C:13]3[N:18]=[C:17]4[N:19]([CH2:24][CH:25]5[CH2:30][CH2:29][O:28][CH2:27][CH2:26]5)[C:20](=[O:23])[CH2:21][NH:22][C:16]4=[N:15][CH:14]=3)[CH:8]=[C:9]([CH3:12])[C:10]=2[N:11]=1. (10) The product is: [F:5][C:6]1[CH:11]=[CH:10][C:9]2[NH:12][N:1]=[N:13][C:8]=2[CH:7]=1. Given the reactants [N:1]([O-])=O.[Na+].[F:5][C:6]1[CH:7]=[C:8]([NH2:13])[C:9]([NH2:12])=[CH:10][CH:11]=1, predict the reaction product.